This data is from Catalyst prediction with 721,799 reactions and 888 catalyst types from USPTO. The task is: Predict which catalyst facilitates the given reaction. (1) Reactant: [C:1]([C:3]1[CH:8]=[CH:7][C:6]([C:9]2([O:12][CH:13]([CH3:15])[CH3:14])[CH2:11][CH2:10]2)=[CH:5][CH:4]=1)#[CH:2].[CH3:16][O:17][C:18](=[O:27])[CH2:19][C:20]1[CH:25]=[CH:24][C:23](I)=[CH:22][CH:21]=1. Product: [CH:13]([O:12][C:9]1([C:6]2[CH:7]=[CH:8][C:3]([C:1]#[C:2][C:23]3[CH:24]=[CH:25][C:20]([CH2:19][C:18]([O:17][CH3:16])=[O:27])=[CH:21][CH:22]=3)=[CH:4][CH:5]=2)[CH2:10][CH2:11]1)([CH3:15])[CH3:14]. The catalyst class is: 337. (2) Reactant: [Br:1][C:2]1[CH:3]=[CH:4][C:5]([O:15]C)=[C:6]([S:8]([NH:11][CH2:12][CH2:13][Cl:14])(=[O:10])=[O:9])[CH:7]=1.B(Br)(Br)Br. Product: [Br:1][C:2]1[CH:3]=[CH:4][C:5]([OH:15])=[C:6]([S:8]([NH:11][CH2:12][CH2:13][Cl:14])(=[O:10])=[O:9])[CH:7]=1. The catalyst class is: 2. (3) Reactant: [CH3:1][C:2]1([CH3:33])[CH2:7][C:6]([C:8]2[CH:21]=[CH:20][C:19]3[O:18][C:17]4[C:12](=[CH:13][C:14]([C:22]5[CH:23]=[N:24][CH:25]=[N:26][CH:27]=5)=[CH:15][CH:16]=4)[C@@:11]4([CH2:31][O:30][C:29]([NH2:32])=[N:28]4)[C:10]=3[CH:9]=2)=[CH:5][CH2:4][O:3]1.CO.[H][H]. Product: [CH3:1][C:2]1([CH3:33])[CH2:7][CH:6]([C:8]2[CH:21]=[CH:20][C:19]3[O:18][C:17]4[C:12](=[CH:13][C:14]([C:22]5[CH:27]=[N:26][CH:25]=[N:24][CH:23]=5)=[CH:15][CH:16]=4)[C@@:11]4([CH2:31][O:30][C:29]([NH2:32])=[N:28]4)[C:10]=3[CH:9]=2)[CH2:5][CH2:4][O:3]1. The catalyst class is: 45.